Dataset: Antibody developability classification from SAbDab with 2,409 antibodies. Task: Regression/Classification. Given an antibody's heavy chain and light chain sequences, predict its developability. TAP uses regression for 5 developability metrics; SAbDab uses binary classification. (1) The antibody is ['EVQLLESGPSLVKPSQTLSLTCSVTGDSITSGYWNWIRKFPGNKLEYMGYISYSGSTYYNPSLKSRISITRDTSKNQYYLQLNSVTTEDTATYYCARITTAYYAMDYWGQGTSVTVSS', 'ELVLTQSPASLAVSLGQRATISCRASESVDSYGNSFMHWYQQKPGQPPKLLIYLASNLESGVPARFSGSGSRTDFTLTIDPVEADDAATYYCQQNNEDPWTFGGGTKLEIK']. Result: 0 (not developable). (2) The antibody is ['MAQLVESGGGVVQPGRSLTLSCAASGFTFSSHGMHWVRQAPGKGLEWVAVIASHGNVNYYADSVKGRFTISRDNSKNTLSLQMDSLRAEDTAVYYCAKESDSCGGDCSRFAFDVWGHGTMVTVSS', 'EIVLTQSPATLSLSPGERGTLSCRASQSVGTYLAWYQHKPGQAPRPLIYDASRRATGIPARFSGSGSGTDFTLTISGLEPEDVAVYYCQHRDSWPPGATFGGGTKVEIK']. Result: 0 (not developable). (3) The antibody is ['EVQLVESGPGLVKPSDILSLTCAVSGYSISSNYYWGWIRQPPGKGLEWIGSIYHSGSTYYKPSLESRLGISVDTSKNQFSLKLSFVSAADTAVYYCARHVRSGYPDTAYYFDKWGQGTLVTVSS', 'SYVLTQPPSVSVAPGETARISCGGNNIGTKVLHWYQQTPGQAPVLVVYDDSDRPSGIPERFSGSNSGNTATLTISRVEVGDEADYYCQVWDISTDQAVFGGGTKLTVL']. Result: 0 (not developable). (4) The antibody is ['MVQLVQSGTEVKKPGASVKVSCKASGYTFTGYYMHWVRQAPGQGLEWMGWINPNGGDTNYAQKFQGRVTMTRDTSISTAYMELSSLRSEDMAVYYCAREYSSGWYFAYWGQGTLVTVSS', 'EIVLTQSPATLSLSPGERATLSCRASQSVSSYLAWYQQKPGQAPRLLIYDASNRATGIPARFSGSGSGTDFTLTISSLEPEDFAVYYCQQYEFFGQGTKLEIK']. Result: 0 (not developable). (5) The antibody is ['EVQLQQSGPELVKPGASVKMSCKASGYTFTDYYMHWVKQSHGKSLEWIGYIYPNNGGNGYNQKFKGKATLTVDKSSSTAYMELRSLTSDDSAVYYCARRGGYGIRGYFDVWGTGTTVTVSS', 'DIVLTQSPASLAVSLGQRATISCRASESVDSYGNSFMHWYQQKPGQPPKLLIYRASNLESGIPARFSGSGSRTDFTLTINPVEADDVATYYCQQSNEDPRTFGGGTKLEIK']. Result: 0 (not developable).